This data is from Forward reaction prediction with 1.9M reactions from USPTO patents (1976-2016). The task is: Predict the product of the given reaction. (1) Given the reactants [CH3:1][C:2]([CH2:25][CH2:26][CH2:27][C:28]1[CH:33]=[CH:32][CH:31]=[CH:30][CH:29]=1)([CH2:8][C:9]1[CH:14]=[CH:13][C:12]([O:15][CH2:16][CH2:17][O:18]C2CCCCO2)=[CH:11][CH:10]=1)[C:3]([O:5][CH2:6][CH3:7])=[O:4].O.C1(C)C=CC(S(O)(=O)=O)=CC=1, predict the reaction product. The product is: [OH:18][CH2:17][CH2:16][O:15][C:12]1[CH:11]=[CH:10][C:9]([CH2:8][C:2]([CH3:1])([CH2:25][CH2:26][CH2:27][C:28]2[CH:29]=[CH:30][CH:31]=[CH:32][CH:33]=2)[C:3]([O:5][CH2:6][CH3:7])=[O:4])=[CH:14][CH:13]=1. (2) Given the reactants O.[Na+].[Cl-].CN1[C@@H]2C[C@@H:11]([O:13][C:14]([CH:16]([C:19]3[CH:20]=[CH:21][CH:22]=[CH:23][CH:24]=3)CO)=[O:15])C[C@H]1CC2, predict the reaction product. The product is: [C:14]([O:13][CH3:11])(=[O:15])[CH2:16][CH2:19][CH2:20][CH2:21][CH2:22][CH2:23][CH2:24][CH2:14][CH2:16][CH2:19][CH2:24][CH2:23][CH2:22][CH2:21][CH3:20]. (3) Given the reactants [CH2:1]([Li])CCC.[CH3:6][C:7]([C:9]1[CH:14]=[C:13]([N+:15]([O-:17])=[O:16])[CH:12]=[CH:11][C:10]=1[Cl:18])=O, predict the reaction product. The product is: [Cl:18][C:10]1[CH:11]=[CH:12][C:13]([N+:15]([O-:17])=[O:16])=[CH:14][C:9]=1[C:7]([CH3:1])=[CH2:6].